From a dataset of Reaction yield outcomes from USPTO patents with 853,638 reactions. Predict the reaction yield, written as a fraction of the theoretical maximum amount of product (1.0 means a 100% yield; for example, 0.34 means a 34% yield). (1) The reactants are Br[C:2]1[C:7]2[N:8]=[C:9]([S:12][CH3:13])[N:10]=[CH:11][C:6]=2[C:5](=[O:14])[N:4]([C:15]2[C:20]([Cl:21])=[CH:19][CH:18]=[CH:17][C:16]=2[Cl:22])[CH:3]=1.[CH2:23]([O:26][CH:27]1[CH2:32][CH2:31][CH2:30][CH2:29][O:28]1)[C:24]#[CH:25].C(N(CC)CC)C. The product is [Cl:22][C:16]1[CH:17]=[CH:18][CH:19]=[C:20]([Cl:21])[C:15]=1[N:4]1[CH:3]=[C:2]([C:25]#[C:24][CH2:23][O:26][CH:27]2[CH2:32][CH2:31][CH2:30][CH2:29][O:28]2)[C:7]2[N:8]=[C:9]([S:12][CH3:13])[N:10]=[CH:11][C:6]=2[C:5]1=[O:14]. The catalyst is [I-].C([N+](CCCC)(CCCC)CCCC)CCC.[Cu]I.Cl[Pd](Cl)([P](C1C=CC=CC=1)(C1C=CC=CC=1)C1C=CC=CC=1)[P](C1C=CC=CC=1)(C1C=CC=CC=1)C1C=CC=CC=1.CN(C=O)C. The yield is 0.600. (2) The reactants are Br[C:2]1[C:11]2[C:6](=[CH:7][CH:8]=[CH:9][CH:10]=2)[C:5]([Br:12])=[CH:4][CH:3]=1.[Cu](C#N)[C:14]#[N:15]. The catalyst is CN(C=O)C. The product is [Br:12][C:5]1[C:6]2[C:11](=[CH:10][CH:9]=[CH:8][CH:7]=2)[C:2]([C:14]#[N:15])=[CH:3][CH:4]=1. The yield is 0.260. (3) The reactants are [Cl:1][C:2]1[C:3]([CH3:15])=[C:4](I)[C:5]([O:11][CH2:12][CH3:13])=[C:6]([C:8](=[O:10])[CH3:9])[CH:7]=1.[CH3:16][N:17]([CH3:35])[C:18]([C:20]1[CH:25]=[CH:24][C:23](B2OC(C)(C)C(C)(C)O2)=[CH:22][N:21]=1)=[O:19].C(=O)([O-])[O-].[K+].[K+]. The catalyst is O1CCOCC1.O.C1C=CC([P]([Pd]([P](C2C=CC=CC=2)(C2C=CC=CC=2)C2C=CC=CC=2)([P](C2C=CC=CC=2)(C2C=CC=CC=2)C2C=CC=CC=2)[P](C2C=CC=CC=2)(C2C=CC=CC=2)C2C=CC=CC=2)(C2C=CC=CC=2)C2C=CC=CC=2)=CC=1. The product is [C:8]([C:6]1[C:5]([O:11][CH2:12][CH3:13])=[C:4]([C:23]2[CH:24]=[CH:25][C:20]([C:18]([N:17]([CH3:35])[CH3:16])=[O:19])=[N:21][CH:22]=2)[C:3]([CH3:15])=[C:2]([Cl:1])[CH:7]=1)(=[O:10])[CH3:9]. The yield is 0.820. (4) The reactants are [NH2:1][CH:2]1[CH2:7][C@@H:6]([C:8]2[CH:13]=[C:12]([F:14])[CH:11]=[C:10]([F:15])[C:9]=2[F:16])[C@@H:5]([CH3:17])[N:4]([CH2:18][C:19]([F:22])([F:21])[F:20])[C:3]1=[O:23].[CH2:24]([C:30]([OH:32])=[O:31])[C@H:25]([OH:29])[C:26]([OH:28])=[O:27]. The catalyst is C1COCC1. The product is [OH:29][C@@H:25]([CH2:24][C:30]([OH:32])=[O:31])[C:26]([OH:28])=[O:27].[NH2:1][C@H:2]1[CH2:7][C@@H:6]([C:8]2[CH:13]=[C:12]([F:14])[CH:11]=[C:10]([F:15])[C:9]=2[F:16])[C@@H:5]([CH3:17])[N:4]([CH2:18][C:19]([F:22])([F:21])[F:20])[C:3]1=[O:23]. The yield is 0.730. (5) The reactants are [NH2:1][C:2]1[CH:19]=[CH:18][C:5]([O:6][C:7]2[C:16]3[N:15]=[CH:14][C:13](=[O:17])[NH:12][C:11]=3[N:10]=[CH:9][CH:8]=2)=[CH:4][C:3]=1[F:20].[C:21]([C:25]1[CH:29]=[C:28]([N:30]=[C:31]=[O:32])[N:27]([C:33]2[CH:38]=[CH:37][C:36]([S:39]([CH3:42])(=[O:41])=[O:40])=[CH:35][CH:34]=2)[N:26]=1)([CH3:24])([CH3:23])[CH3:22].C(Cl)Cl. No catalyst specified. The product is [C:21]([C:25]1[CH:29]=[C:28]([NH:30][C:31]([NH:1][C:2]2[CH:19]=[CH:18][C:5]([O:6][C:7]3[C:16]4[N:15]=[CH:14][C:13](=[O:17])[NH:12][C:11]=4[N:10]=[CH:9][CH:8]=3)=[CH:4][C:3]=2[F:20])=[O:32])[N:27]([C:33]2[CH:38]=[CH:37][C:36]([S:39]([CH3:42])(=[O:41])=[O:40])=[CH:35][CH:34]=2)[N:26]=1)([CH3:24])([CH3:22])[CH3:23]. The yield is 0.410. (6) The reactants are C1([NH:7][C:8]([C:10]2[C:11](=[O:29])[N:12]([CH2:22][C:23]3[CH:28]=[CH:27][CH:26]=[CH:25][CH:24]=3)[C:13]3[C:18]([C:19]=2O)=[CH:17][C:16]([F:21])=[CH:15][CH:14]=3)=O)CCCCC1.P(Cl)(Cl)([Cl:32])=O. No catalyst specified. The product is [CH2:22]([N:12]1[C:13]2[C:18](=[CH:17][C:16]([F:21])=[CH:15][CH:14]=2)[C:19]([Cl:32])=[C:10]([C:8]#[N:7])[C:11]1=[O:29])[C:23]1[CH:28]=[CH:27][CH:26]=[CH:25][CH:24]=1. The yield is 0.470.